From a dataset of Catalyst prediction with 721,799 reactions and 888 catalyst types from USPTO. Predict which catalyst facilitates the given reaction. (1) Reactant: [Cl:1][C:2]1[CH:7]=[CH:6][C:5]([C@H:8]2[C@H:13]([OH:14])[C@@H:12]([OH:15])[C@H:11]([OH:16])[C@@H:10]([CH2:17][OH:18])[O:9]2)=[CH:4][C:3]=1[CH2:19][C:20]1[CH:25]=[CH:24][C:23]([OH:26])=[CH:22][CH:21]=1.CC1C=CC(S(O[CH2:38][CH2:39][O:40][CH2:41][C:42]([F:45])([F:44])[F:43])(=O)=O)=CC=1.C([O-])([O-])=O.[Cs+].[Cs+].O. Product: [Cl:1][C:2]1[CH:7]=[CH:6][C:5]([C@H:8]2[C@H:13]([OH:14])[C@@H:12]([OH:15])[C@H:11]([OH:16])[C@@H:10]([CH2:17][OH:18])[O:9]2)=[CH:4][C:3]=1[CH2:19][C:20]1[CH:21]=[CH:22][C:23]([O:26][CH2:38][CH2:39][O:40][CH2:41][C:42]([F:45])([F:44])[F:43])=[CH:24][CH:25]=1. The catalyst class is: 3. (2) Reactant: C(=O)([O-])[O-].[K+].[K+].[Cl:7][C:8]1[CH:13]=[C:12]([N+:14]([O-])=O)[CH:11]=[CH:10][C:9]=1F.[C:18]1([OH:28])[C:27]2[C:22](=[CH:23][CH:24]=[CH:25][CH:26]=2)[CH:21]=[CH:20][CH:19]=1. Product: [Cl:7][C:8]1[CH:13]=[C:12]([CH:11]=[CH:10][C:9]=1[O:28][C:18]1[C:27]2[C:22](=[CH:23][CH:24]=[CH:25][CH:26]=2)[CH:21]=[CH:20][CH:19]=1)[NH2:14]. The catalyst class is: 9. (3) Reactant: [C:1]([C:5]1[NH:6][C:7]([N+:21]([O-])=O)=[C:8]([C:10]([N:12]2[CH2:17][CH2:16][NH:15][C:14](=[O:18])[C:13]2([CH3:20])[CH3:19])=[O:11])[CH:9]=1)([CH3:4])([CH3:3])[CH3:2]. Product: [NH2:21][C:7]1[NH:6][C:5]([C:1]([CH3:4])([CH3:3])[CH3:2])=[CH:9][C:8]=1[C:10]([N:12]1[CH2:17][CH2:16][NH:15][C:14](=[O:18])[C:13]1([CH3:19])[CH3:20])=[O:11]. The catalyst class is: 19. (4) Reactant: [F:1][C:2]1[C:7](=[O:8])[N:6]([CH3:9])[C:5]([NH:10][C:11]2[CH:16]=[CH:15][C:14]([S:17][CH3:18])=[CH:13][C:12]=2[F:19])=[C:4]([C:20]([O:22]C)=O)[CH:3]=1.[CH:24]([O:26][CH2:27][CH2:28][O:29][NH2:30])=[CH2:25].C[Si]([N-][Si](C)(C)C)(C)C.[Li+]. Product: [F:1][C:2]1[C:7](=[O:8])[N:6]([CH3:9])[C:5]([NH:10][C:11]2[CH:16]=[CH:15][C:14]([S:17][CH3:18])=[CH:13][C:12]=2[F:19])=[C:4]([C:20]([NH:30][O:29][CH2:28][CH2:27][O:26][CH:24]=[CH2:25])=[O:22])[CH:3]=1. The catalyst class is: 1. (5) Reactant: CC1C=[C:12]2[O:14]C=1C[C@H](C(C)=C)CCC1C(=O)O[C@@H]([C@H]2C(C)=C)C=1.[C:24]([O:28][C:29](=[O:43])[N:30]([CH2:32][C@H:33]1[CH2:38][CH2:37][C@H:36]([CH:39]=[C:40](Br)Br)[CH2:35][CH2:34]1)[CH3:31])([CH3:27])([CH3:26])[CH3:25].[Li]CCCC.C=O. Product: [C:24]([O:28][C:29](=[O:43])[N:30]([CH2:32][C@H:33]1[CH2:38][CH2:37][C@H:36]([C:39]#[C:40][CH2:12][OH:14])[CH2:35][CH2:34]1)[CH3:31])([CH3:27])([CH3:26])[CH3:25]. The catalyst class is: 1. (6) Reactant: [CH2:1]([O:3][C:4](=[O:23])[NH:5][C:6]1[CH:11]=[CH:10][C:9]([N:12]2[C:16](=[O:17])[C:15]3=[CH:18][CH:19]=[CH:20][CH:21]=[C:14]3[C:13]2=[O:22])=[CH:8][CH:7]=1)[CH3:2].[N+:24]([O-])([OH:26])=[O:25]. Product: [CH2:1]([O:3][C:4](=[O:23])[NH:5][C:6]1[CH:7]=[CH:8][C:9]([N:12]2[C:16](=[O:17])[C:15]3=[CH:18][CH:19]=[CH:20][CH:21]=[C:14]3[C:13]2=[O:22])=[CH:10][C:11]=1[N+:24]([O-:26])=[O:25])[CH3:2]. The catalyst class is: 15.